This data is from Reaction yield outcomes from USPTO patents with 853,638 reactions. The task is: Predict the reaction yield, written as a fraction of the theoretical maximum amount of product (1.0 means a 100% yield; for example, 0.34 means a 34% yield). (1) The reactants are [Cl:1][C:2]1[CH:7]=[CH:6][CH:5]=[C:4]([Cl:8])[C:3]=1[N:9]1[C:13]([CH2:14][O:15][C:16]2[CH:21]=[CH:20][C:19]([NH:22][CH3:23])=[C:18]([CH3:24])[CH:17]=2)=[C:12]([CH:25]([CH3:27])[CH3:26])[CH:11]=[N:10]1.C(N(CC)CC)C.CCOC(C)=O.[Br:41][CH2:42][CH2:43]Br. No catalyst specified. The product is [Br:41][CH2:42][CH2:43][N:22]([C:19]1[CH:20]=[CH:21][C:16]([O:15][CH2:14][C:13]2[N:9]([C:3]3[C:4]([Cl:8])=[CH:5][CH:6]=[CH:7][C:2]=3[Cl:1])[N:10]=[CH:11][C:12]=2[CH:25]([CH3:27])[CH3:26])=[CH:17][C:18]=1[CH3:24])[CH3:23]. The yield is 0.370. (2) The reactants are [CH3:1][C:2]1([CH3:9])[C:4]([CH3:6])([CH3:5])[CH:3]1[CH2:7][OH:8].CC(C)([O-])C.[K+].[Cl:16][C:17]1[C:18](F)=[CH:19][C:20]([F:30])=[C:21]([CH:29]=1)[C:22]([NH:24][S:25]([CH3:28])(=[O:27])=[O:26])=[O:23]. The catalyst is CS(C)=O. The product is [Cl:16][C:17]1[C:18]([O:8][CH2:7][CH:3]2[C:4]([CH3:6])([CH3:5])[C:2]2([CH3:9])[CH3:1])=[CH:19][C:20]([F:30])=[C:21]([CH:29]=1)[C:22]([NH:24][S:25]([CH3:28])(=[O:26])=[O:27])=[O:23]. The yield is 0.100. (3) The reactants are [CH2:1]([N:3]1[C:9](=[O:10])[C:8]([CH3:12])([CH3:11])[C:7](=[O:13])[N:6]([CH3:14])[C:5]2[CH:15]=[C:16]([OH:19])[CH:17]=[CH:18][C:4]1=2)[CH3:2].C(=O)([O-])[O-].[K+].[K+].Br[CH2:27][CH2:28][CH2:29][Cl:30]. The catalyst is O.C(#N)C. The product is [Cl:30][CH2:29][CH2:28][CH2:27][O:19][C:16]1[CH:17]=[CH:18][C:4]2[N:3]([CH2:1][CH3:2])[C:9](=[O:10])[C:8]([CH3:12])([CH3:11])[C:7](=[O:13])[N:6]([CH3:14])[C:5]=2[CH:15]=1. The yield is 0.910. (4) The reactants are Cl[C:2]1[N:7]=[C:6]([NH2:8])[CH:5]=[CH:4][N:3]=1.[CH:9]1([NH2:12])[CH2:11][CH2:10]1. The catalyst is CN1C(=O)CCC1. The product is [CH:9]1([NH:12][C:2]2[N:7]=[C:6]([NH2:8])[CH:5]=[CH:4][N:3]=2)[CH2:11][CH2:10]1. The yield is 0.230. (5) The reactants are [Br:1][C:2]1[CH:7]=[C:6]([F:8])[CH:5]=[C:4]([Br:9])[C:3]=1[NH2:10].[C:11]([N:19]=[C:20]=[S:21])(=[O:18])[C:12]1[CH:17]=[CH:16][CH:15]=[CH:14][CH:13]=1. The catalyst is CN(C)C1C=CN=CC=1.C1(C)C=CC=CC=1. The product is [C:11]([NH:19][C:20]([NH:10][C:3]1[C:2]([Br:1])=[CH:7][C:6]([F:8])=[CH:5][C:4]=1[Br:9])=[S:21])(=[O:18])[C:12]1[CH:17]=[CH:16][CH:15]=[CH:14][CH:13]=1. The yield is 0.850.